From a dataset of NCI-60 drug combinations with 297,098 pairs across 59 cell lines. Regression. Given two drug SMILES strings and cell line genomic features, predict the synergy score measuring deviation from expected non-interaction effect. Drug 1: C(=O)(N)NO. Drug 2: CC(C)(C#N)C1=CC(=CC(=C1)CN2C=NC=N2)C(C)(C)C#N. Cell line: SF-268. Synergy scores: CSS=-0.394, Synergy_ZIP=1.01, Synergy_Bliss=2.86, Synergy_Loewe=-1.58, Synergy_HSA=-1.38.